Dataset: Peptide-MHC class II binding affinity with 134,281 pairs from IEDB. Task: Regression. Given a peptide amino acid sequence and an MHC pseudo amino acid sequence, predict their binding affinity value. This is MHC class II binding data. (1) The peptide sequence is KNWMTETLLVQNANPDCKTI. The MHC is HLA-DPA10201-DPB10101 with pseudo-sequence HLA-DPA10201-DPB10101. The binding affinity (normalized) is 0.505. (2) The peptide sequence is SQDLELVWNLNGLQAY. The MHC is DRB1_0802 with pseudo-sequence DRB1_0802. The binding affinity (normalized) is 0.471. (3) The peptide sequence is TDKMFFVKNPTDTGH. The MHC is DRB1_0401 with pseudo-sequence DRB1_0401. The binding affinity (normalized) is 0.385. (4) The peptide sequence is AFKVENGSAAPQLTK. The MHC is DRB1_0101 with pseudo-sequence DRB1_0101. The binding affinity (normalized) is 0.661. (5) The peptide sequence is STRLRMVTGLRNVPSIQSKGL. The MHC is DRB1_1501 with pseudo-sequence DRB1_1501. The binding affinity (normalized) is 0.502. (6) The peptide sequence is LQVLKEVKAAASKVKANL. The MHC is DRB1_0701 with pseudo-sequence DRB1_0701. The binding affinity (normalized) is 0. (7) The peptide sequence is TSAAKVICVSPVMSG. The MHC is H-2-IAb with pseudo-sequence H-2-IAb. The binding affinity (normalized) is 0.437.